Dataset: Peptide-MHC class I binding affinity with 185,985 pairs from IEDB/IMGT. Task: Regression. Given a peptide amino acid sequence and an MHC pseudo amino acid sequence, predict their binding affinity value. This is MHC class I binding data. (1) The peptide sequence is ALMDYGFRV. The MHC is HLA-A02:06 with pseudo-sequence HLA-A02:06. The binding affinity (normalized) is 1.00. (2) The peptide sequence is RSLYNTVATLY. The MHC is HLA-B40:02 with pseudo-sequence HLA-B40:02. The binding affinity (normalized) is 0. (3) The peptide sequence is NSDTVDWSW. The MHC is HLA-A30:01 with pseudo-sequence HLA-A30:01. The binding affinity (normalized) is 0.686. (4) The peptide sequence is ARFPKTFGW. The MHC is Mamu-B17 with pseudo-sequence Mamu-B17. The binding affinity (normalized) is 0.807. (5) The peptide sequence is NTLISSDGA. The MHC is HLA-A02:03 with pseudo-sequence HLA-A02:03. The binding affinity (normalized) is 0.244.